This data is from Full USPTO retrosynthesis dataset with 1.9M reactions from patents (1976-2016). The task is: Predict the reactants needed to synthesize the given product. (1) Given the product [C:4]([CH:3]([CH2:2][CH2:3][C:4](=[O:6])[CH3:5])[C:2](=[O:7])[CH3:1])(=[O:6])[CH3:5], predict the reactants needed to synthesize it. The reactants are: [CH3:1][C:2](=[O:7])[CH2:3][C:4](=[O:6])[CH3:5]. (2) Given the product [ClH:1].[C:13]([CH:17]1[CH2:18][CH2:19][CH:20]([NH:23][C:10]2[C:9]3[C:4](=[CH:5][CH:6]=[CH:7][CH:8]=3)[N:3]=[C:2]([N:26]3[C:25]([CH3:24])=[CH:29][C:28]([CH3:30])=[N:27]3)[N:11]=2)[CH2:21][CH2:22]1)([CH3:16])([CH3:14])[CH3:15], predict the reactants needed to synthesize it. The reactants are: [Cl:1][C:2]1[N:11]=[C:10](Cl)[C:9]2[C:4](=[CH:5][CH:6]=[CH:7][CH:8]=2)[N:3]=1.[C:13]([CH:17]1[CH2:22][CH2:21][CH:20]([NH2:23])[CH2:19][CH2:18]1)([CH3:16])([CH3:15])[CH3:14].[CH3:24][C:25]1[CH:29]=[C:28]([CH3:30])[NH:27][N:26]=1. (3) Given the product [ClH:13].[ClH:13].[NH2:1][CH2:9][CH2:8][CH2:7][CH2:6][N:1]1[C:9]2[N:4]3[C:5](=[N:10][CH:11]=[C:3]3[C:2]1=[O:12])[CH:6]=[CH:7][CH:8]=2, predict the reactants needed to synthesize it. The reactants are: [NH:1]1[C:9]2[N:4]3[C:5](=[N:10][CH:11]=[C:3]3[C:2]1=[O:12])[CH:6]=[CH:7][CH:8]=2.[ClH:13]. (4) Given the product [CH2:8]([S:9][CH2:11][C:12]1[CH:13]=[C:14]([CH:19]=[CH:20][CH:21]=1)[C:15]([O:17][CH3:18])=[O:16])[CH2:7][C:1]1[CH:6]=[CH:5][CH:4]=[CH:3][CH:2]=1, predict the reactants needed to synthesize it. The reactants are: [C:1]1([CH2:7][CH2:8][SH:9])[CH:6]=[CH:5][CH:4]=[CH:3][CH:2]=1.Br[CH2:11][C:12]1[CH:13]=[C:14]([CH:19]=[CH:20][CH:21]=1)[C:15]([O:17][CH3:18])=[O:16].C([O-])([O-])=O.[Cs+].[Cs+]. (5) Given the product [CH3:21][C:13]1[C:12]([CH3:11])=[C:17]([N+:25]([O-:28])=[O:26])[CH:16]=[C:15]([CH3:19])[C:14]=1[OH:20], predict the reactants needed to synthesize it. The reactants are: ClC1C=CC(N2[C:17]3[C:12](=[C:13]([CH3:21])[C:14]([OH:20])=[C:15]([CH3:19])[C:16]=3C)[CH2:11]C3(CCC3)C2)=CC=1.[N+:25]([O-:28])(O)=[O:26].